From a dataset of Catalyst prediction with 721,799 reactions and 888 catalyst types from USPTO. Predict which catalyst facilitates the given reaction. (1) Reactant: [CH3:1][O:2][CH2:3][C@H:4]([CH3:36])[O:5][C:6]1[CH:7]=[C:8]([C:23]2[NH:27][C:26]([C:28]([NH:30][CH2:31][C:32]([O:34][CH3:35])=O)=[O:29])=[CH:25][CH:24]=2)[CH:9]=[C:10]([O:12][C:13]2[CH:18]=[CH:17][C:16]([S:19]([CH3:22])(=[O:21])=[O:20])=[CH:15][CH:14]=2)[CH:11]=1.C1(P(C2C=CC=CC=2)C2C=CC=CC=2)C=CC=CC=1.C(N(CC)CC)C.C(Cl)(Cl)(Cl)Cl. Product: [CH3:35][O:34][C:32]1[O:29][C:28]([C:26]2[NH:27][C:23]([C:8]3[CH:9]=[C:10]([O:12][C:13]4[CH:18]=[CH:17][C:16]([S:19]([CH3:22])(=[O:20])=[O:21])=[CH:15][CH:14]=4)[CH:11]=[C:6]([O:5][C@@H:4]([CH3:36])[CH2:3][O:2][CH3:1])[CH:7]=3)=[CH:24][CH:25]=2)=[N:30][CH:31]=1. The catalyst class is: 47. (2) Reactant: [CH2:1]([O:4][C:5](=[O:21])[N:6]([CH2:16][CH:17]1[CH2:20][NH:19][CH2:18]1)[C@@H:7]1[CH2:9][C@H:8]1[C:10]1[CH:15]=[CH:14][CH:13]=[CH:12][CH:11]=1)[CH:2]=[CH2:3].[C:22]1(=[CH:26][C:27]#[N:28])[CH2:25][CH2:24][CH2:23]1.C1CCN2C(=NCCC2)CC1. Product: [CH2:1]([O:4][C:5](=[O:21])[N:6]([CH2:16][CH:17]1[CH2:20][N:19]([C:22]2([CH2:26][C:27]#[N:28])[CH2:25][CH2:24][CH2:23]2)[CH2:18]1)[C@@H:7]1[CH2:9][C@H:8]1[C:10]1[CH:15]=[CH:14][CH:13]=[CH:12][CH:11]=1)[CH:2]=[CH2:3]. The catalyst class is: 10. (3) Reactant: [F:1][C:2]([F:17])([F:16])[C:3]([OH:15])([CH3:14])[C:4]([O:6][CH2:7][C:8]1[CH:13]=[CH:12][CH:11]=[CH:10][CH:9]=1)=[O:5].[H-].[Na+].[CH2:20](Br)[C:21]1[CH:26]=[CH:25][CH:24]=[CH:23][CH:22]=1. Product: [CH2:20]([O:15][C:3]([CH3:14])([C:2]([F:16])([F:17])[F:1])[C:4]([O:6][CH2:7][C:8]1[CH:9]=[CH:10][CH:11]=[CH:12][CH:13]=1)=[O:5])[C:21]1[CH:26]=[CH:25][CH:24]=[CH:23][CH:22]=1. The catalyst class is: 3.